Dataset: Peptide-MHC class II binding affinity with 134,281 pairs from IEDB. Task: Regression. Given a peptide amino acid sequence and an MHC pseudo amino acid sequence, predict their binding affinity value. This is MHC class II binding data. (1) The peptide sequence is PVQEFTVPRTKYTAT. The MHC is DRB1_0701 with pseudo-sequence DRB1_0701. The binding affinity (normalized) is 0.186. (2) The peptide sequence is DYDVVYLKPLAGMYK. The MHC is DRB1_1101 with pseudo-sequence DRB1_1101. The binding affinity (normalized) is 0.452. (3) The peptide sequence is FTVQEMVALSGAHTL. The MHC is DRB1_1302 with pseudo-sequence DRB1_1302. The binding affinity (normalized) is 0.866. (4) The peptide sequence is LTSYLGLTQPFLGLC. The MHC is HLA-DQA10201-DQB10301 with pseudo-sequence HLA-DQA10201-DQB10301. The binding affinity (normalized) is 0.504. (5) The peptide sequence is SPEVIPMFSALSE. The MHC is HLA-DPA10201-DPB10501 with pseudo-sequence HLA-DPA10201-DPB10501. The binding affinity (normalized) is 0.235.